This data is from Full USPTO retrosynthesis dataset with 1.9M reactions from patents (1976-2016). The task is: Predict the reactants needed to synthesize the given product. Given the product [CH3:10][O:9][C@H:6]1[C:5]([CH3:12])([CH3:11])[O:4][C@@H:3]([O:13][C:14]2[C:23]([CH3:24])=[C:22]3[C:17]([CH:18]=[C:19]([NH:26][C:27](=[O:36])[C:28]4[CH:33]=[CH:32][CH:31]=[C:30]([N+:40]([O-:47])=[O:37])[CH:29]=4)[C:20](=[O:25])[O:21]3)=[CH:16][CH:15]=2)[C@@H:2]2[O:1][C:45](=[O:44])[O:8][C@H:7]12, predict the reactants needed to synthesize it. The reactants are: [OH:1][C@@H:2]1[C@H:7]([OH:8])[C@@H:6]([O:9][CH3:10])[C:5]([CH3:12])([CH3:11])[O:4][C@H:3]1[O:13][C:14]1[C:23]([CH3:24])=[C:22]2[C:17]([CH:18]=[C:19]([NH:26][C:27](=[O:36])[C:28]3[CH:33]=[CH:32][C:31](OC)=[CH:30][CH:29]=3)[C:20](=[O:25])[O:21]2)=[CH:16][CH:15]=1.[OH-:37].[Li+].[Cl-].[NH4+:40].C1[CH2:45][O:44]CC1.C[OH:47].O.